The task is: Predict the reactants needed to synthesize the given product.. This data is from Full USPTO retrosynthesis dataset with 1.9M reactions from patents (1976-2016). (1) Given the product [CH2:30]([O:29][CH2:28][C:13]1[N:14]([CH2:15][CH:16]2[O:20][N:19]([CH3:21])[CH:18]([C:22]3[CH:27]=[CH:26][CH:25]=[CH:24][CH:23]=3)[CH2:17]2)[C:10]2[C:9]3[CH:8]=[CH:7][CH:6]=[CH:5][C:4]=3[N:3]=[C:2]([NH2:32])[C:11]=2[N:12]=1)[CH3:31], predict the reactants needed to synthesize it. The reactants are: Cl[C:2]1[C:11]2[N:12]=[C:13]([CH2:28][O:29][CH2:30][CH3:31])[N:14]([CH2:15][CH:16]3[O:20][N:19]([CH3:21])[CH:18]([C:22]4[CH:27]=[CH:26][CH:25]=[CH:24][CH:23]=4)[CH2:17]3)[C:10]=2[C:9]2[CH:8]=[CH:7][CH:6]=[CH:5][C:4]=2[N:3]=1.[NH3:32]. (2) Given the product [CH3:1][O:2][C:3](=[O:16])[C:4]1[CH:5]=[C:6]([Cl:15])[CH:7]=[C:8]([N:10]([CH2:23][C:24]2[CH:29]=[CH:28][CH:27]=[CH:26][CH:25]=2)[S:11]([CH3:14])(=[O:13])=[O:12])[CH:9]=1, predict the reactants needed to synthesize it. The reactants are: [CH3:1][O:2][C:3](=[O:16])[C:4]1[CH:9]=[C:8]([NH:10][S:11]([CH3:14])(=[O:13])=[O:12])[CH:7]=[C:6]([Cl:15])[CH:5]=1.C(=O)([O-])[O-].[Cs+].[Cs+].[CH2:23](Br)[C:24]1[CH:29]=[CH:28][CH:27]=[CH:26][CH:25]=1. (3) The reactants are: C(N(C1CCNCC1)C(=O)OC(C)(C)C)C.[F:17][C:18]1[CH:19]=[C:20]([C@@H:25]([CH:37]2[CH2:42][CH2:41][N:40]([S:43]([CH3:46])(=[O:45])=[O:44])[CH2:39][CH2:38]2)[CH2:26][CH2:27][N:28]2[CH2:33][CH2:32][CH:31]([NH:34][CH2:35]C)[CH2:30][CH2:29]2)[CH:21]=[C:22]([F:24])[CH:23]=1. Given the product [F:24][C:22]1[CH:21]=[C:20]([C@@H:25]([CH:37]2[CH2:42][CH2:41][N:40]([S:43]([CH3:46])(=[O:44])=[O:45])[CH2:39][CH2:38]2)[CH2:26][CH2:27][N:28]2[CH2:33][CH2:32][CH:31]([NH:34][CH3:35])[CH2:30][CH2:29]2)[CH:19]=[C:18]([F:17])[CH:23]=1, predict the reactants needed to synthesize it. (4) Given the product [CH:1]1([C:4]([C:5]2[CH:6]=[C:7]([C:11]([CH3:32])([CH3:31])[CH2:12][C:13]([OH:30])([C:26]([F:27])([F:28])[F:29])[CH2:14][N:15]3[C:24]4[C:19](=[CH:20][CH:21]=[CH:22][CH:23]=4)[C:18](=[O:25])[CH:17]=[CH:16]3)[CH:8]=[CH:9][CH:10]=2)=[O:33])[CH2:2][CH2:3]1, predict the reactants needed to synthesize it. The reactants are: [CH:1]1([CH:4]([OH:33])[C:5]2[CH:6]=[C:7]([C:11]([CH3:32])([CH3:31])[CH2:12][C:13]([OH:30])([C:26]([F:29])([F:28])[F:27])[CH2:14][N:15]3[C:24]4[C:19](=[CH:20][CH:21]=[CH:22][CH:23]=4)[C:18](=[O:25])[CH:17]=[CH:16]3)[CH:8]=[CH:9][CH:10]=2)[CH2:3][CH2:2]1. (5) Given the product [CH3:11][O:10][C:7]1[CH:6]=[CH:5][C:4]([CH:3]2[CH2:2][O:1][S:33](=[O:34])(=[O:37])[N:12]2[CH:13]([CH:21]([CH3:23])[CH3:22])[C:14]([O:16][C:17]([CH3:18])([CH3:20])[CH3:19])=[O:15])=[CH:9][CH:8]=1, predict the reactants needed to synthesize it. The reactants are: [OH:1][CH2:2][CH:3]([NH:12][CH:13]([CH:21]([CH3:23])[CH3:22])[C:14]([O:16][C:17]([CH3:20])([CH3:19])[CH3:18])=[O:15])[C:4]1[CH:9]=[CH:8][C:7]([O:10][CH3:11])=[CH:6][CH:5]=1.C(Cl)Cl.N1C=CC=CC=1.[S:33](Cl)(Cl)=[O:34].[OH2:37]. (6) Given the product [Cl:21][C:22]1[CH:27]=[CH:26][C:25]([N:28]2[C:36]([CH:43]([CH:37]3[CH2:42][CH2:41][CH2:40][CH2:39][CH2:38]3)[OH:44])=[C:35]3[C:30]([CH:31]=[CH:32][CH:33]=[CH:34]3)=[N:29]2)=[CH:24][CH:23]=1, predict the reactants needed to synthesize it. The reactants are: C([Li])CCC.CCCCCC.CCN(C(C)C)C(C)C.[Cl:21][C:22]1[CH:27]=[CH:26][C:25]([N:28]2[CH:36]=[C:35]3[C:30]([CH:31]=[CH:32][CH:33]=[CH:34]3)=[N:29]2)=[CH:24][CH:23]=1.[CH:37]1([CH:43]=[O:44])[CH2:42][CH2:41][CH2:40][CH2:39][CH2:38]1. (7) Given the product [C:12]([O:11][C:9](=[O:10])[NH:1][C:2]1[CH:7]=[N:6][C:5]([Cl:8])=[CH:4][CH:3]=1)([CH3:15])([CH3:14])[CH3:13], predict the reactants needed to synthesize it. The reactants are: [NH2:1][C:2]1[CH:3]=[CH:4][C:5]([Cl:8])=[N:6][CH:7]=1.[C:9](O[C:9]([O:11][C:12]([CH3:15])([CH3:14])[CH3:13])=[O:10])([O:11][C:12]([CH3:15])([CH3:14])[CH3:13])=[O:10]. (8) Given the product [F:1][C:2]1[CH:10]=[CH:9][C:5]([CH2:6][NH:16][CH2:15][C:14]2[CH:17]=[CH:18][C:19]([O:20][CH3:21])=[C:12]([Cl:11])[CH:13]=2)=[CH:4][CH:3]=1, predict the reactants needed to synthesize it. The reactants are: [F:1][C:2]1[CH:10]=[CH:9][C:5]([C:6](Cl)=O)=[CH:4][CH:3]=1.[Cl:11][C:12]1[CH:13]=[C:14]([CH:17]=[CH:18][C:19]=1[O:20][CH3:21])[CH2:15][NH2:16].N#N. (9) Given the product [C:43]([C@@H:40]1[CH2:41][CH2:42][C@H:38]([NH:37][C:35](=[O:36])[CH2:34][C:24]2[CH:25]=[C:26]([CH:32]=[CH:33][C:23]=2[O:22][CH2:21][CH2:20][CH2:19][C:16]2[CH:15]=[CH:14][C:13]([O:12][CH2:11][CH2:10][CH2:9][CH2:8][O:7][CH:1]3[CH2:6][CH2:5][CH2:4][CH2:3][CH2:2]3)=[CH:18][CH:17]=2)[C:27]([OH:29])=[O:28])[CH2:39]1)([OH:45])=[O:44], predict the reactants needed to synthesize it. The reactants are: [CH:1]1([O:7][CH2:8][CH2:9][CH2:10][CH2:11][O:12][C:13]2[CH:18]=[CH:17][C:16]([CH2:19][CH2:20][CH2:21][O:22][C:23]3[CH:33]=[CH:32][C:26]([C:27]([O:29]CC)=[O:28])=[CH:25][C:24]=3[CH2:34][C:35]([NH:37][C@H:38]3[CH2:42][CH2:41][C@@H:40]([C:43]([O:45]C)=[O:44])[CH2:39]3)=[O:36])=[CH:15][CH:14]=2)[CH2:6][CH2:5][CH2:4][CH2:3][CH2:2]1.[OH-].[Na+]. (10) Given the product [NH2:2][C:3]1[C:12]2[C:7](=[CH:8][C:9]([O:15][CH3:16])=[C:10]([O:13][CH3:14])[CH:11]=2)[N:6]=[C:5]([N:19]([CH2:20][CH2:21][C:22]#[N:23])[CH3:18])[N:4]=1, predict the reactants needed to synthesize it. The reactants are: Cl.[NH2:2][C:3]1[C:12]2[C:7](=[CH:8][C:9]([O:15][CH3:16])=[C:10]([O:13][CH3:14])[CH:11]=2)[N:6]=[C:5](Cl)[N:4]=1.[CH3:18][NH:19][CH2:20][CH2:21][C:22]#[N:23].